This data is from Full USPTO retrosynthesis dataset with 1.9M reactions from patents (1976-2016). The task is: Predict the reactants needed to synthesize the given product. Given the product [Br:1][C:2]1[CH:3]=[C:4]([C:5]2[O:6][C:12]([CH3:13])=[N:8][N:7]=2)[CH:9]=[CH:10][CH:11]=1, predict the reactants needed to synthesize it. The reactants are: [Br:1][C:2]1[CH:3]=[C:4]([CH:9]=[CH:10][CH:11]=1)[C:5]([NH:7][NH2:8])=[O:6].[CH2:12](OC(OCC)(OCC)C)[CH3:13].